The task is: Predict the reactants needed to synthesize the given product.. This data is from Full USPTO retrosynthesis dataset with 1.9M reactions from patents (1976-2016). Given the product [Cl:32][C:33]1[N:34]=[CH:35][C:36]([N:18]2[C:19]3[C:15](=[CH:14][C:13]([C:11]([N:8]4[CH2:7][CH2:6][N:5]([CH:1]5[CH2:2][CH2:3][CH2:4]5)[CH2:10][CH2:9]4)=[O:12])=[CH:21][CH:20]=3)[CH:16]=[C:17]2[C:22]([N:24]2[CH2:25][CH2:26][C:27]([F:30])([F:31])[CH2:28][CH2:29]2)=[O:23])=[CH:37][CH:38]=1, predict the reactants needed to synthesize it. The reactants are: [CH:1]1([N:5]2[CH2:10][CH2:9][N:8]([C:11]([C:13]3[CH:14]=[C:15]4[C:19](=[CH:20][CH:21]=3)[NH:18][C:17]([C:22]([N:24]3[CH2:29][CH2:28][C:27]([F:31])([F:30])[CH2:26][CH2:25]3)=[O:23])=[CH:16]4)=[O:12])[CH2:7][CH2:6]2)[CH2:4][CH2:3][CH2:2]1.[Cl:32][C:33]1[CH:38]=[CH:37][C:36](B(O)O)=[CH:35][N:34]=1.N1C=CC=CC=1.